Regression. Given a peptide amino acid sequence and an MHC pseudo amino acid sequence, predict their binding affinity value. This is MHC class II binding data. From a dataset of Peptide-MHC class II binding affinity with 134,281 pairs from IEDB. (1) The peptide sequence is VVECKEVFCQVIKLD. The MHC is DRB1_0101 with pseudo-sequence DRB1_0101. The binding affinity (normalized) is 0.369. (2) The peptide sequence is NAGFKAALAAAAGVP. The MHC is DRB4_0101 with pseudo-sequence DRB4_0103. The binding affinity (normalized) is 0.213. (3) The peptide sequence is VFGNCEGVKIIGISI. The MHC is DRB1_0405 with pseudo-sequence DRB1_0405. The binding affinity (normalized) is 0.348. (4) The peptide sequence is SQDKELSWNLNGLQAY. The MHC is DRB1_0802 with pseudo-sequence DRB1_0802. The binding affinity (normalized) is 0.249.